From a dataset of Reaction yield outcomes from USPTO patents with 853,638 reactions. Predict the reaction yield, written as a fraction of the theoretical maximum amount of product (1.0 means a 100% yield; for example, 0.34 means a 34% yield). (1) The reactants are [F:1][C:2]1[CH:7]=[CH:6][C:5]([N:8]2[C:12]([NH:13][C:14](=[O:22])OC3C=CC=CC=3)=[CH:11][C:10]([C:23]([F:26])([F:25])[F:24])=[N:9]2)=[CH:4][CH:3]=1.[CH3:27][O:28][C:29]1[CH:30]=[C:31]2[C:36](=[CH:37][C:38]=1[O:39][CH3:40])[N:35]=[CH:34][N:33]=[C:32]2[O:41][C:42]1[CH:43]=[C:44]([CH:46]=[CH:47][CH:48]=1)[NH2:45]. The catalyst is CN(C)C1C=CN=CC=1.C1COCC1. The product is [CH3:27][O:28][C:29]1[CH:30]=[C:31]2[C:36](=[CH:37][C:38]=1[O:39][CH3:40])[N:35]=[CH:34][N:33]=[C:32]2[O:41][C:42]1[CH:43]=[C:44]([NH:45][C:14]([NH:13][C:12]2[N:8]([C:5]3[CH:4]=[CH:3][C:2]([F:1])=[CH:7][CH:6]=3)[N:9]=[C:10]([C:23]([F:24])([F:25])[F:26])[CH:11]=2)=[O:22])[CH:46]=[CH:47][CH:48]=1. The yield is 0.890. (2) The reactants are [Cl:1][C:2]1[CH:3]=[CH:4][C:5](=[O:30])[N:6]([C:8]2[CH:17]=[C:16]3[C:11]([C:12]([N:18]4[CH2:23][CH2:22][N:21]([C:24]([O-:26])=[O:25])[CH2:20][CH2:19]4)=[N:13][CH:14]=[N:15]3)=[CH:10][C:9]=2[N+:27]([O-])=O)[CH:7]=1.[Cl-].[NH4+]. The catalyst is CCO.O.[Zn]. The product is [NH2:27][C:9]1[CH:10]=[C:11]2[C:16](=[CH:17][C:8]=1[N:6]1[CH:7]=[C:2]([Cl:1])[CH:3]=[CH:4][C:5]1=[O:30])[N:15]=[CH:14][N:13]=[C:12]2[N:18]1[CH2:23][CH2:22][N:21]([C:24]([O:26][C:11]([CH3:16])([CH3:12])[CH3:10])=[O:25])[CH2:20][CH2:19]1. The yield is 0.804.